Predict the reactants needed to synthesize the given product. From a dataset of Full USPTO retrosynthesis dataset with 1.9M reactions from patents (1976-2016). (1) Given the product [C:5]([C:4]1[CH:3]=[C:2]([NH:1][C:20]([NH:19][C:13]2[CH:14]=[CH:15][CH:16]=[C:17]([Cl:18])[C:12]=2[Cl:11])=[O:21])[CH:10]=[CH:9][CH:8]=1)([OH:7])=[O:6], predict the reactants needed to synthesize it. The reactants are: [NH2:1][C:2]1[CH:3]=[C:4]([CH:8]=[CH:9][CH:10]=1)[C:5]([OH:7])=[O:6].[Cl:11][C:12]1[C:17]([Cl:18])=[CH:16][CH:15]=[CH:14][C:13]=1[N:19]=[C:20]=[O:21]. (2) Given the product [OH:43][N:28]1[C:27](=[O:36])[C:26](=[CH:37][NH:2][CH2:3][C:4]2[CH:5]=[CH:6][C:7]([O:11][CH2:12][CH2:13][CH3:14])=[C:8]([OH:10])[CH:9]=2)[C:25]2[C:30](=[CH:31][CH:32]=[CH:23][CH:24]=2)[C:29]1=[O:35], predict the reactants needed to synthesize it. The reactants are: Cl.[NH2:2][CH2:3][C:4]1[CH:5]=[CH:6][C:7]([O:11][CH2:12][CH2:13][CH3:14])=[C:8]([OH:10])[CH:9]=1.C(N(CC)CC)C.Br[C:23]1[CH:24]=[C:25]2[C:30](=[CH:31][C:32]=1OC)[C:29](=[O:35])[NH:28][C:27](=[O:36])/[C:26]/2=[CH:37]/OC.CN(C)C=[O:43]. (3) Given the product [N+:12]([C:15]1[CH:20]=[C:19]([C:2]2[CH:11]=[CH:10][C:5]3[NH:6][C:7](=[O:9])[NH:8][C:4]=3[CH:3]=2)[CH:18]=[CH:17][CH:16]=1)([O-:14])=[O:13], predict the reactants needed to synthesize it. The reactants are: Br[C:2]1[CH:11]=[CH:10][C:5]2[NH:6][C:7](=[O:9])[NH:8][C:4]=2[CH:3]=1.[N+:12]([C:15]1[CH:16]=[C:17](B(O)O)[CH:18]=[CH:19][CH:20]=1)([O-:14])=[O:13]. (4) Given the product [Br:1][C:2]1[CH:3]=[C:4]2[C:9](=[C:10]([N:12]3[CH2:17][CH2:16][O:15][CH2:14][CH2:13]3)[CH:11]=1)[N:8]=[C:7]([Cl:18])[N:6]=[C:5]2[N:29]1[CH2:34][CH2:33][O:32][CH2:31][CH2:30]1, predict the reactants needed to synthesize it. The reactants are: [Br:1][C:2]1[CH:3]=[C:4]2[C:9](=[C:10]([N:12]3[CH2:17][CH2:16][O:15][CH2:14][CH2:13]3)[CH:11]=1)[N:8]=[C:7]([Cl:18])[N:6]=[C:5]2Cl.C(N(C(C)C)CC)(C)C.[NH:29]1[CH2:34][CH2:33][O:32][CH2:31][CH2:30]1. (5) Given the product [CH2:9]1[C:10]2[C:15](=[C:14]([C:18]3[CH:19]=[N:20][CH:21]=[CH:22][C:23]=3[NH2:24])[CH:13]=[CH:12][CH:11]=2)[CH2:16][CH2:17][NH:8]1, predict the reactants needed to synthesize it. The reactants are: C(OC([N:8]1[CH2:17][CH2:16][C:15]2[C:10](=[CH:11][CH:12]=[CH:13][C:14]=2[C:18]2[CH:19]=[N:20][CH:21]=[CH:22][C:23]=2[NH:24]C(OC(C)(C)C)=O)[CH2:9]1)=O)(C)(C)C.